From a dataset of Full USPTO retrosynthesis dataset with 1.9M reactions from patents (1976-2016). Predict the reactants needed to synthesize the given product. Given the product [C:4]([NH:7][C:8]1[CH:23]=[CH:22][C:21]([O:24][C:25](=[O:27])[CH3:26])=[CH:20][C:9]=1[O:10][CH2:11][C@:12]1([CH3:15])[CH2:17][O:16]1)(=[O:6])[CH3:5], predict the reactants needed to synthesize it. The reactants are: C[O-].[Na+].[C:4]([NH:7][C:8]1[CH:23]=[CH:22][C:21]([OH:24])=[CH:20][C:9]=1[O:10][CH2:11][C@@:12]([O:16][C:17](=O)C)([CH3:15])CBr)(=[O:6])[CH3:5].[C:25](OC(=O)C)(=[O:27])[CH3:26].